From a dataset of Forward reaction prediction with 1.9M reactions from USPTO patents (1976-2016). Predict the product of the given reaction. (1) The product is: [CH3:1][C:2]1([CH3:11])[C:5](=[O:6])[CH2:4][CH:3]1[C:7]([OH:9])=[O:8]. Given the reactants [CH3:1][C:2]1([CH3:11])[C:5](=[O:6])[CH2:4][CH:3]1[C:7]([O:9]C)=[O:8].[OH-].[Na+].Cl, predict the reaction product. (2) Given the reactants [CH2:1]1[CH:5]2[CH2:6][NH:7][CH2:8][CH:4]2[CH2:3][N:2]1[C:9]1[CH:10]=[CH:11][C:12]2[N:13]([C:15]([C:18]([F:21])([F:20])[F:19])=[N:16][N:17]=2)[N:14]=1.[F:22][C:23]([F:33])([F:32])[C:24]1[CH:31]=[CH:30][C:27]([CH:28]=O)=[CH:26][CH:25]=1, predict the reaction product. The product is: [F:19][C:18]([F:20])([F:21])[C:15]1[N:13]2[N:14]=[C:9]([N:2]3[CH2:3][CH:4]4[CH2:8][N:7]([CH2:28][C:27]5[CH:26]=[CH:25][C:24]([C:23]([F:22])([F:32])[F:33])=[CH:31][CH:30]=5)[CH2:6][CH:5]4[CH2:1]3)[CH:10]=[CH:11][C:12]2=[N:17][N:16]=1. (3) Given the reactants Br[C:2]1[CH:3]=[CH:4][C:5]2[S:14][C:13]3[CH2:12][CH2:11][CH2:10][N:9]([C:15]([O:17][C:18]([CH3:21])([CH3:20])[CH3:19])=[O:16])[CH2:8][C:7]=3[C:6]=2[CH:22]=1.[CH2:23]([O:30][C:31]1[CH:36]=[CH:35][NH:34][C:33](=[O:37])[CH:32]=1)[C:24]1[CH:29]=[CH:28][CH:27]=[CH:26][CH:25]=1, predict the reaction product. The product is: [CH2:23]([O:30][C:31]1[CH:36]=[CH:35][N:34]([C:2]2[CH:3]=[CH:4][C:5]3[S:14][C:13]4[CH2:12][CH2:11][CH2:10][N:9]([C:15]([O:17][C:18]([CH3:21])([CH3:20])[CH3:19])=[O:16])[CH2:8][C:7]=4[C:6]=3[CH:22]=2)[C:33](=[O:37])[CH:32]=1)[C:24]1[CH:25]=[CH:26][CH:27]=[CH:28][CH:29]=1. (4) Given the reactants [CH:1]1([C:4]2[C:12]([NH:13][S:14]([CH3:17])(=[O:16])=[O:15])=[CH:11][C:10]3[C:6](=[C:7]([C:27]([NH:29][CH3:30])=[O:28])[N:8]([C:18]4[CH:23]=[CH:22][C:21]([C:24]([CH3:26])=[CH2:25])=[CH:20][CH:19]=4)[N:9]=3)[CH:5]=2)[CH2:3][CH2:2]1, predict the reaction product. The product is: [CH:1]1([C:4]2[C:12]([NH:13][S:14]([CH3:17])(=[O:16])=[O:15])=[CH:11][C:10]3[C:6](=[C:7]([C:27]([NH:29][CH3:30])=[O:28])[N:8]([C:18]4[CH:23]=[CH:22][C:21]([CH:24]([CH3:26])[CH3:25])=[CH:20][CH:19]=4)[N:9]=3)[CH:5]=2)[CH2:2][CH2:3]1. (5) Given the reactants [CH2:1]([S:8][C:9]1[CH:10]=[CH:11][C:12]([NH:22][C:23]2[CH:28]=[C:27]([F:29])[C:26]([Br:30])=[CH:25][C:24]=2[O:31][CH3:32])=[C:13](/[CH:15]=[CH:16]/[C:17](OCC)=[O:18])[CH:14]=1)[C:2]1[CH:7]=[CH:6][CH:5]=[CH:4][CH:3]=1.C[O-].[Na+].Cl, predict the reaction product. The product is: [CH2:1]([S:8][C:9]1[CH:14]=[C:13]2[C:12](=[CH:11][CH:10]=1)[N:22]([C:23]1[CH:28]=[C:27]([F:29])[C:26]([Br:30])=[CH:25][C:24]=1[O:31][CH3:32])[C:17](=[O:18])[CH:16]=[CH:15]2)[C:2]1[CH:3]=[CH:4][CH:5]=[CH:6][CH:7]=1.